This data is from Full USPTO retrosynthesis dataset with 1.9M reactions from patents (1976-2016). The task is: Predict the reactants needed to synthesize the given product. (1) Given the product [CH3:22][C:17]1[C:16]([CH3:23])=[C:15]([O:11][CH2:10][CH2:9][C:4]2([CH2:1][CH2:2][CH3:3])[O:8][CH2:7][CH2:6][O:5]2)[CH:20]=[CH:19][N+:18]=1[O-:21], predict the reactants needed to synthesize it. The reactants are: [CH2:1]([C:4]1([CH2:9][CH2:10][OH:11])[O:8][CH2:7][CH2:6][O:5]1)[CH2:2][CH3:3].[H-].[Na+].Cl[C:15]1[CH:20]=[CH:19][N+:18]([O-:21])=[C:17]([CH3:22])[C:16]=1[CH3:23]. (2) Given the product [NH2:12][C:11]1[C:2]([NH:1][C:13](=[O:20])[C:14]2[CH:19]=[CH:18][CH:17]=[CH:16][CH:15]=2)=[C:3]([CH:8]=[CH:9][CH:10]=1)[C:4]([O:6][CH3:7])=[O:5], predict the reactants needed to synthesize it. The reactants are: [NH2:1][C:2]1[C:11]([NH2:12])=[CH:10][CH:9]=[CH:8][C:3]=1[C:4]([O:6][CH3:7])=[O:5].[C:13](O)(=[O:20])[C:14]1[CH:19]=[CH:18][CH:17]=[CH:16][CH:15]=1.C1(N=C=NC2CCCCC2)CCCCC1. (3) Given the product [CH3:29][N:30]1[C:35](=[O:36])[CH:34]=[C:33]([C:37]2[CH:42]=[CH:41][N:40]=[CH:39][N:38]=2)[N:32]=[C:31]1[N:15]1[CH2:16][CH2:17][O:18][CH:13]([C:10]2[N:9]=[C:8]([C:2]3[CH:3]=[CH:4][CH:5]=[CH:6][CH:7]=3)[O:12][N:11]=2)[CH2:14]1, predict the reactants needed to synthesize it. The reactants are: Cl.[C:2]1([C:8]2[O:12][N:11]=[C:10]([CH:13]3[O:18][CH2:17][CH2:16][NH:15][CH2:14]3)[N:9]=2)[CH:7]=[CH:6][CH:5]=[CH:4][CH:3]=1.BrC1C=CC([C@H]2CO2)=CC=1.[CH3:29][N:30]1[C:35](=[O:36])[CH:34]=[C:33]([C:37]2[CH:42]=[CH:41][N:40]=[CH:39][N:38]=2)[N:32]=[C:31]1N1CCOC(C2ON=C(C3C=CC=CC=3)N=2)C1.C(N(CC)CC)C.